This data is from Forward reaction prediction with 1.9M reactions from USPTO patents (1976-2016). The task is: Predict the product of the given reaction. (1) Given the reactants [CH2:1]([C:3]1[CH:4]=[C:5]([CH2:9]O)[CH:6]=[CH:7][CH:8]=1)[CH3:2].P(Br)(Br)[Br:12], predict the reaction product. The product is: [Br:12][CH2:9][C:5]1[CH:6]=[CH:7][CH:8]=[C:3]([CH2:1][CH3:2])[CH:4]=1. (2) The product is: [F:17][C:18]1[CH:27]=[CH:26][C:25]([O:28][CH2:29][CH2:30][CH3:31])=[C:24]2[C:19]=1[C:20](=[O:49])[C:21]([C:41]1[CH:42]=[CH:43][C:44]([O:47][CH3:48])=[CH:45][CH:46]=1)=[CH:22][N:23]2[CH2:32][CH2:33][S:34]([CH2:37][CH2:38][CH:39]=[O:40])(=[O:35])=[O:36]. Given the reactants I(OC(=O)C1C=CC=CC=1)(=O)=O.CS(C)=O.[F:17][C:18]1[CH:27]=[CH:26][C:25]([O:28][CH2:29][CH2:30][CH3:31])=[C:24]2[C:19]=1[C:20](=[O:49])[C:21]([C:41]1[CH:46]=[CH:45][C:44]([O:47][CH3:48])=[CH:43][CH:42]=1)=[CH:22][N:23]2[CH2:32][CH2:33][S:34]([CH2:37][CH2:38][CH2:39][OH:40])(=[O:36])=[O:35].O, predict the reaction product. (3) Given the reactants CC(OC(/N=N/C(OC(C)C)=O)=O)C.[OH:15][C:16]1[CH:17]=[CH:18][C:19]([O:31][CH2:32][C:33]2[CH:38]=[CH:37][CH:36]=[CH:35][CH:34]=2)=[C:20]([CH:30]=1)[C:21]([NH:23][C:24]1[CH:25]=[N:26][CH:27]=[CH:28][CH:29]=1)=[O:22].[CH3:39][N:40]([CH3:44])[CH2:41][CH2:42]O.C1C=CC(P(C2C=CC=CC=2)C2C=CC=CC=2)=CC=1, predict the reaction product. The product is: [CH3:39][N:40]([CH3:44])[CH2:41][CH2:42][O:15][C:16]1[CH:17]=[CH:18][C:19]([O:31][CH2:32][C:33]2[CH:34]=[CH:35][CH:36]=[CH:37][CH:38]=2)=[C:20]([CH:30]=1)[C:21]([NH:23][C:24]1[CH:25]=[N:26][CH:27]=[CH:28][CH:29]=1)=[O:22]. (4) Given the reactants [CH2:1]([N:3]([CH2:7][CH3:8])[CH2:4][CH2:5][NH2:6])[CH3:2].S=[C:10]1[CH2:14][S:13][C:12](=[O:15])[NH:11]1.[F:16][C:17]([F:41])([F:40])[C:18]1[CH:35]=[C:34]([C:36]([F:39])([F:38])[F:37])[CH:33]=[CH:32][C:19]=1[CH2:20][O:21][C:22]1[C:23]([O:30][CH3:31])=[C:24]([CH:27]=[CH:28][CH:29]=1)[CH:25]=O.CC(C)([O-])C.[K+].[Cl-].[NH4+], predict the reaction product. The product is: [F:16][C:17]([F:40])([F:41])[C:18]1[CH:35]=[C:34]([C:36]([F:39])([F:38])[F:37])[CH:33]=[CH:32][C:19]=1[CH2:20][O:21][C:22]1[C:23]([O:30][CH3:31])=[C:24](/[CH:25]=[C:14]2/[C:10]([NH:6][CH2:5][CH2:4][N:3]([CH2:7][CH3:8])[CH2:1][CH3:2])=[N:11][C:12](=[O:15])[S:13]/2)[CH:27]=[CH:28][CH:29]=1. (5) Given the reactants C[O:2][C:3]1[CH:4]=[C:5]([C:14]2[N:15]=[C:16]([C:19]3[C:20]([C:25]([F:28])([F:27])[F:26])=[N:21][CH:22]=[CH:23][CH:24]=3)[O:17][CH:18]=2)[CH:6]=[C:7]([N+:11]([O-:13])=[O:12])[C:8]=1[O:9]C.B(Br)(Br)Br, predict the reaction product. The product is: [N+:11]([C:7]1[CH:6]=[C:5]([C:14]2[N:15]=[C:16]([C:19]3[C:20]([C:25]([F:28])([F:27])[F:26])=[N:21][CH:22]=[CH:23][CH:24]=3)[O:17][CH:18]=2)[CH:4]=[C:3]([OH:2])[C:8]=1[OH:9])([O-:13])=[O:12]. (6) Given the reactants [CH3:1][NH:2][CH2:3][CH2:4][OH:5].[N+:6]([O-:9])([OH:8])=[O:7].CC(OC(C)=O)=O, predict the reaction product. The product is: [N+:6]([O-:9])([O-:8])=[O:7].[CH3:1][NH2+:2][CH2:3][CH2:4][O:5][N+:6]([O-:8])=[O:7]. (7) The product is: [Cl:17][CH2:10][C:9]1[CH:12]=[CH:13][C:14]([O:15][CH3:16])=[C:7]([O:6][CH:1]2[CH2:5][CH2:4][CH2:3][CH2:2]2)[CH:8]=1. Given the reactants [CH:1]1([O:6][C:7]2[CH:8]=[C:9]([CH:12]=[CH:13][C:14]=2[O:15][CH3:16])[CH2:10]O)[CH2:5][CH2:4][CH2:3][CH2:2]1.[ClH:17], predict the reaction product.